This data is from Forward reaction prediction with 1.9M reactions from USPTO patents (1976-2016). The task is: Predict the product of the given reaction. Given the reactants [Cl:1][C:2]1[CH:7]=[CH:6][CH:5]=[C:4]([C:8]([F:11])([F:10])[F:9])[C:3]=1[C:12]([N:14]1[C:22]2[C:17](=[C:18]([F:23])[CH:19]=[CH:20][CH:21]=2)[C:16](I)=[N:15]1)=[O:13].[OH:25][CH:26]1[CH:31]([C:32]([O:34][CH2:35][CH3:36])=[O:33])[CH2:30][CH2:29][NH:28][CH2:27]1.C([O-])([O-])=O.[Cs+].[Cs+].C(C1CCCCC1=O)(=O)C(C)C, predict the reaction product. The product is: [Cl:1][C:2]1[CH:7]=[CH:6][CH:5]=[C:4]([C:8]([F:11])([F:10])[F:9])[C:3]=1[C:12]([N:14]1[C:22]2[C:17](=[C:18]([F:23])[CH:19]=[CH:20][CH:21]=2)[C:16]([N:28]2[CH2:29][CH2:30][CH:31]([C:32]([O:34][CH2:35][CH3:36])=[O:33])[CH:26]([OH:25])[CH2:27]2)=[N:15]1)=[O:13].